Dataset: Full USPTO retrosynthesis dataset with 1.9M reactions from patents (1976-2016). Task: Predict the reactants needed to synthesize the given product. (1) Given the product [NH:12]1[CH2:13][CH2:14][CH:9]([C:5]2[CH:4]=[C:3]([CH:8]=[CH:7][CH:6]=2)[NH2:2])[CH2:10][CH2:11]1, predict the reactants needed to synthesize it. The reactants are: Cl.[NH2:2][C:3]1[CH:4]=[C:5]([CH:9]2[CH2:14][CH2:13][N:12](C(OC(C)(C)C)=O)[CH2:11][CH2:10]2)[CH:6]=[CH:7][CH:8]=1. (2) Given the product [CH3:20][O:16][C:15](=[O:17])[C@H:13]([CH2:12][C:11]1[CH:10]=[CH:9][C:8]([N+:5]([O-:7])=[O:6])=[CH:19][CH:18]=1)[NH2:14], predict the reactants needed to synthesize it. The reactants are: O=S(Cl)Cl.[N+:5]([C:8]1[CH:19]=[CH:18][C:11]([CH2:12][C@@H:13]([C:15]([OH:17])=[O:16])[NH2:14])=[CH:10][CH:9]=1)([O-:7])=[O:6].[CH3:20]O. (3) The reactants are: [CH3:1][N:2]([CH3:41])[CH2:3][CH2:4][N:5]1[CH:9]=[C:8]([C:10]2[CH:15]=[CH:14][C:13]([F:16])=[C:12]([C:17]([F:20])([F:19])[F:18])[CH:11]=2)[N:7]=[C:6]1[CH:21]1[CH2:26][CH2:25][N:24]([C:27]2[N:32]=[CH:31][N:30]=[C:29]([NH2:33])[C:28]=2[C:34]2[CH:39]=[CH:38][C:37](F)=[CH:36]C=2)[CH2:23][CH2:22]1.C1(/C=C/B2OC(C)(C)C(C)(C)O2)CC1. Given the product [CH:38]1(/[CH:39]=[CH:34]/[C:28]2[C:29]([NH2:33])=[N:30][CH:31]=[N:32][C:27]=2[N:24]2[CH2:23][CH2:22][CH:21]([C:6]3[N:5]([CH2:4][CH2:3][N:2]([CH3:1])[CH3:41])[CH:9]=[C:8]([C:10]4[CH:15]=[CH:14][C:13]([F:16])=[C:12]([C:17]([F:19])([F:18])[F:20])[CH:11]=4)[N:7]=3)[CH2:26][CH2:25]2)[CH2:37][CH2:36]1, predict the reactants needed to synthesize it. (4) Given the product [OH:1][C:2]1[CH:3]=[CH:4][C:5]([CH:8]([NH:11][C:28]2[C:27]3[N:31]=[CH:32][N:33]([C:26]=3[N:25]=[CH:24][N:29]=2)[C@@H:34]2[O:38][C@H:37]([CH2:39][OH:40])[C@@H:36]([OH:41])[C@H:35]2[OH:42])[CH2:9][CH3:10])=[CH:6][CH:7]=1, predict the reactants needed to synthesize it. The reactants are: [OH:1][C:2]1[CH:7]=[CH:6][C:5]([CH:8]([NH2:11])[CH2:9][CH3:10])=[CH:4][CH:3]=1.Cl.OC1C=CC(C(N)CC)=CC=1.[CH:24]1[N:29]=[C:28](Cl)[C:27]2[N:31]=[CH:32][N:33]([C@@H:34]3[O:38][C@H:37]([CH2:39][OH:40])[C@@H:36]([OH:41])[C@H:35]3[OH:42])[C:26]=2[N:25]=1.C(N(CC)CC)C. (5) Given the product [Cl:1][C:2]1[CH:7]=[C:6]([I:8])[CH:5]=[CH:4][C:3]=1[NH:9][C:10]1[CH:18]=[N:17][CH:16]=[CH:15][C:11]=1[C:12]([NH:20][CH3:19])=[O:14], predict the reactants needed to synthesize it. The reactants are: [Cl:1][C:2]1[CH:7]=[C:6]([I:8])[CH:5]=[CH:4][C:3]=1[NH:9][C:10]1[CH:18]=[N:17][CH:16]=[CH:15][C:11]=1[C:12]([OH:14])=O.[CH3:19][NH2:20]. (6) The reactants are: [F:1][C:2]1[CH:35]=[CH:34][C:5]([C:6]([N:8]2[CH2:13][CH2:12][C:11]([CH2:15][N:16]3[C:21](=[O:22])[C:20]4[CH:23]=[N:24][N:25]([C:26]5[CH:31]=[CH:30][C:29]([S:32][CH3:33])=[CH:28][CH:27]=5)[C:19]=4[N:18]=[CH:17]3)([OH:14])[CH2:10][CH2:9]2)=[O:7])=[CH:4][CH:3]=1.C1C=C(Cl)C=C(C(OO)=[O:44])C=1. Given the product [F:1][C:2]1[CH:35]=[CH:34][C:5]([C:6]([N:8]2[CH2:13][CH2:12][C:11]([CH2:15][N:16]3[C:21](=[O:22])[C:20]4[CH:23]=[N:24][N:25]([C:26]5[CH:31]=[CH:30][C:29]([S:32]([CH3:33])=[O:44])=[CH:28][CH:27]=5)[C:19]=4[N:18]=[CH:17]3)([OH:14])[CH2:10][CH2:9]2)=[O:7])=[CH:4][CH:3]=1, predict the reactants needed to synthesize it.